Predict which catalyst facilitates the given reaction. From a dataset of Catalyst prediction with 721,799 reactions and 888 catalyst types from USPTO. (1) Reactant: [CH2:1]([O:5][CH2:6][CH2:7][O:8][C:9]1[CH:14]=[CH:13][C:12]([C:15]2[CH:16]=[CH:17][C:18]3[N:24](C(=O)C(F)(F)F)[CH2:23][CH2:22][C:21]([C:31]([NH:33][C:34]4[CH:39]=[CH:38][C:37]([CH:40]([OH:48])[C:41]5[CH:46]=[CH:45][CH:44]=[CH:43][N+:42]=5[O-:47])=[C:36]([O:49][CH3:50])[CH:35]=4)=[O:32])=[CH:20][C:19]=3[CH:51]=2)=[CH:11][CH:10]=1)[CH2:2][CH2:3][CH3:4].[BH4-].[Na+]. Product: [CH2:1]([O:5][CH2:6][CH2:7][O:8][C:9]1[CH:10]=[CH:11][C:12]([C:15]2[CH:16]=[CH:17][C:18]3[NH:24][CH2:23][CH2:22][C:21]([C:31]([NH:33][C:34]4[CH:39]=[CH:38][C:37]([CH:40]([OH:48])[C:41]5[CH:46]=[CH:45][CH:44]=[CH:43][N+:42]=5[O-:47])=[C:36]([O:49][CH3:50])[CH:35]=4)=[O:32])=[CH:20][C:19]=3[CH:51]=2)=[CH:13][CH:14]=1)[CH2:2][CH2:3][CH3:4]. The catalyst class is: 8. (2) Reactant: [N:1]1([C:7]([O:9][C:10]([CH3:13])(C)C)=[O:8])[CH2:6][CH2:5][NH:4][CH2:3][CH2:2]1.I[C:15]1[CH:19]=[CH:18][S:17][CH:16]=1.[CH3:20][C:21](C)([O-])C.[Na+].C1(P(C2CCCCC2)C2C=CC=CC=2C2C(C(C)C)=CC(C(C)C)=CC=2C(C)C)CCCCC1. Product: [S:17]1[CH:18]=[CH:19][C:15]([N:4]2[CH2:3][CH2:2][N:1]([C:7]([O:9][CH2:10][CH2:13][CH2:20][CH3:21])=[O:8])[CH2:6][CH2:5]2)=[CH:16]1. The catalyst class is: 93. (3) Reactant: [F:1][C:2]([F:17])([F:16])[C:3]([N:5]1[CH2:14][CH2:13][C:12]2[C:7](=[CH:8][C:9]([NH2:15])=[CH:10][CH:11]=2)[CH2:6]1)=[O:4].N1C=CC=CC=1.Cl[C:25](OC1C=CC=CC=1)=[O:26].[Cl:34][C:35]1[CH:41]=[C:40]([O:42][C:43]2[C:44]3[N:51]([CH3:52])[CH:50]=[CH:49][C:45]=3[N:46]=[CH:47][N:48]=2)[CH:39]=[CH:38][C:36]=1[NH2:37]. Product: [Cl:34][C:35]1[CH:41]=[C:40]([O:42][C:43]2[C:44]3[N:51]([CH3:52])[CH:50]=[CH:49][C:45]=3[N:46]=[CH:47][N:48]=2)[CH:39]=[CH:38][C:36]=1[NH:37][C:25]([NH:15][C:9]1[CH:8]=[C:7]2[C:12]([CH2:13][CH2:14][N:5]([C:3](=[O:4])[C:2]([F:1])([F:16])[F:17])[CH2:6]2)=[CH:11][CH:10]=1)=[O:26]. The catalyst class is: 60. (4) Reactant: [OH:1][C:2]1([C:15]2[S:16][C:17]([C:20]3[CH:25]=[C:24]([NH:26][C:27]4[N:32]=[C:31]([C:33]([F:36])([F:35])[F:34])[CH:30]=[CH:29][N:28]=4)[CH:23]=[C:22]([CH3:37])[CH:21]=3)=[CH:18][N:19]=2)[CH2:7][CH2:6][N:5](C(OC(C)(C)C)=O)[CH2:4][CH2:3]1.C(O)(C(F)(F)F)=O.C([O-])(O)=O.[Na+]. Product: [CH3:37][C:22]1[CH:21]=[C:20]([C:17]2[S:16][C:15]([C:2]3([OH:1])[CH2:3][CH2:4][NH:5][CH2:6][CH2:7]3)=[N:19][CH:18]=2)[CH:25]=[C:24]([NH:26][C:27]2[N:32]=[C:31]([C:33]([F:35])([F:36])[F:34])[CH:30]=[CH:29][N:28]=2)[CH:23]=1. The catalyst class is: 2. (5) Reactant: [C:1]1([C:3](=[CH:5][CH:6]=[CH:7][CH:8]=1)[OH:4])[OH:2].C(O[Si:12](OCC)(OCC)OCC)C. Product: [C:1]1([C:3](=[CH:5][CH:6]=[CH:7][CH:8]=1)[OH:4])[OH:2].[Si:12]. The catalyst class is: 11. (6) Reactant: [N+:1]([C:4]1[C:11]([NH:12][C:13]2[CH:18]=[CH:17][CH:16]=[CH:15][CH:14]=2)=[CH:10][CH:9]=[CH:8][C:5]=1[C:6]#[N:7])([O-])=O.S(S([O-])=O)([O-])=O.[Na+].[Na+]. Product: [NH2:1][C:4]1[C:11]([NH:12][C:13]2[CH:18]=[CH:17][CH:16]=[CH:15][CH:14]=2)=[CH:10][CH:9]=[CH:8][C:5]=1[C:6]#[N:7]. The catalyst class is: 40.